The task is: Binary Classification. Given a drug SMILES string, predict its activity (active/inactive) in a high-throughput screening assay against a specified biological target.. This data is from Orexin1 receptor HTS with 218,158 compounds and 233 confirmed actives. The molecule is S(=O)(=O)(N1CCCCC1)c1cc/2c(c3c(cc(S(=O)(=O)N4CCCCC4)cc3)C2=N\O)cc1. The result is 0 (inactive).